Dataset: Forward reaction prediction with 1.9M reactions from USPTO patents (1976-2016). Task: Predict the product of the given reaction. Given the reactants [Li][CH2:2]CCC.[CH3:6][N:7]1[CH2:12][CH2:11][N:10]([C:13]2[CH:20]=[CH:19][C:16]([CH:17]=O)=[CH:15][CH:14]=2)[CH2:9][CH2:8]1.[NH4+].[Cl-], predict the reaction product. The product is: [CH3:6][N:7]1[CH2:12][CH2:11][N:10]([C:13]2[CH:20]=[CH:19][C:16]([CH:17]=[CH2:2])=[CH:15][CH:14]=2)[CH2:9][CH2:8]1.